Predict the product of the given reaction. From a dataset of Forward reaction prediction with 1.9M reactions from USPTO patents (1976-2016). Given the reactants Cl[C:2]1[N:3]=[N:4][C:5]([S:8]([CH3:11])(=[O:10])=[O:9])=[CH:6][CH:7]=1.[CH3:12][O:13][CH2:14][C@H:15]([CH3:35])[O:16][C:17]1[CH:18]=[C:19]([OH:34])[CH:20]=[C:21]([C:23]2[NH:24][C:25]([C:28]3[O:29][C@@H:30]([CH3:33])[CH2:31][N:32]=3)=[CH:26][CH:27]=2)[CH:22]=1.C(=O)([O-])[O-].[Cs+].[Cs+].O, predict the reaction product. The product is: [CH3:12][O:13][CH2:14][C@H:15]([CH3:35])[O:16][C:17]1[CH:18]=[C:19]([CH:20]=[C:21]([C:23]2[NH:24][C:25]([C:28]3[O:29][C@@H:30]([CH3:33])[CH2:31][N:32]=3)=[CH:26][CH:27]=2)[CH:22]=1)[O:34][C:2]1[N:3]=[N:4][C:5]([S:8]([CH3:11])(=[O:10])=[O:9])=[CH:6][CH:7]=1.